From a dataset of Forward reaction prediction with 1.9M reactions from USPTO patents (1976-2016). Predict the product of the given reaction. (1) Given the reactants [NH2:1][C:2]1[CH:7]=[CH:6][C:5]([O:8][CH2:9][C:10]2[CH:15]=[CH:14][C:13]([O:16][CH3:17])=[CH:12][CH:11]=2)=[CH:4][C:3]=1[NH:18][C:19]1[S:23][C:22]([C:24]([O:26][CH3:27])=[O:25])=[C:21]([O:28][C@@H:29]([C:31]2[CH:36]=[CH:35][CH:34]=[CH:33][C:32]=2[Cl:37])[CH3:30])[CH:20]=1.[CH2:38](OCC)C.C1(C)C=CC(S([O-])(=O)=O)=CC=1.[NH+]1C=CC=CC=1, predict the reaction product. The product is: [Cl:37][C:32]1[CH:33]=[CH:34][CH:35]=[CH:36][C:31]=1[C@H:29]([O:28][C:21]1[CH:20]=[C:19]([N:18]2[C:3]3[CH:4]=[C:5]([O:8][CH2:9][C:10]4[CH:11]=[CH:12][C:13]([O:16][CH3:17])=[CH:14][CH:15]=4)[CH:6]=[CH:7][C:2]=3[N:1]=[CH:38]2)[S:23][C:22]=1[C:24]([O:26][CH3:27])=[O:25])[CH3:30]. (2) Given the reactants [C:1]([C:4]([NH:7][C:8]([CH2:10][CH2:11][CH2:12][C:13]1[CH:18]=[CH:17][C:16]([CH2:19][CH2:20][C:21]2[CH:29]=[CH:28][CH:27]=[C:26]3[C:22]=2[C:23]([O:39][C@@H:40]2[O:66][C@H:65]([CH2:67][O:68][C:69](=[O:74])[C:70]([CH3:73])([CH3:72])[CH3:71])[C@@H:57]([O:58][C:59](=[O:64])[C:60]([CH3:63])([CH3:62])[CH3:61])[C@H:49]([O:50][C:51](=[O:56])[C:52]([CH3:55])([CH3:54])[CH3:53])[C@H:41]2[O:42][C:43](=[O:48])[C:44]([CH3:47])([CH3:46])[CH3:45])=[N:24][N:25]3[CH2:30][CH2:31][O:32][C:33](=[O:38])[C:34]([CH3:37])([CH3:36])[CH3:35])=[CH:15][CH:14]=1)=[O:9])([CH3:6])[CH3:5])(O)=[O:2].[OH:75][CH2:76][CH2:77][N:78]1[CH2:83][CH2:82][NH:81][CH2:80][CH2:79]1.ON1C2C=CC=CC=2N=N1.Cl.C(N=C=NCCCN(C)C)C, predict the reaction product. The product is: [OH:75][CH2:76][CH2:77][N:78]1[CH2:83][CH2:82][N:81]([C:1]([C:4]([NH:7][C:8]([CH2:10][CH2:11][CH2:12][C:13]2[CH:18]=[CH:17][C:16]([CH2:19][CH2:20][C:21]3[CH:29]=[CH:28][CH:27]=[C:26]4[C:22]=3[C:23]([O:39][C@@H:40]3[O:66][C@H:65]([CH2:67][O:68][C:69](=[O:74])[C:70]([CH3:73])([CH3:72])[CH3:71])[C@@H:57]([O:58][C:59](=[O:64])[C:60]([CH3:63])([CH3:62])[CH3:61])[C@H:49]([O:50][C:51](=[O:56])[C:52]([CH3:53])([CH3:54])[CH3:55])[C@H:41]3[O:42][C:43](=[O:48])[C:44]([CH3:45])([CH3:46])[CH3:47])=[N:24][N:25]4[CH2:30][CH2:31][O:32][C:33](=[O:38])[C:34]([CH3:37])([CH3:36])[CH3:35])=[CH:15][CH:14]=2)=[O:9])([CH3:5])[CH3:6])=[O:2])[CH2:80][CH2:79]1. (3) Given the reactants Br[C:2]1[CH:7]=[C:6]([F:8])[CH:5]=[CH:4][C:3]=1[N+:9]([O-:11])=[O:10].[C:12]1(B(O)O)[CH:17]=[CH:16][CH:15]=[CH:14][CH:13]=1.C(=O)([O-])[O-].[Na+].[Na+].O, predict the reaction product. The product is: [F:8][C:6]1[CH:5]=[CH:4][C:3]([N+:9]([O-:11])=[O:10])=[C:2]([C:12]2[CH:17]=[CH:16][CH:15]=[CH:14][CH:13]=2)[CH:7]=1. (4) Given the reactants [O:1]=[C:2]1[CH:6]([O:7][N:8]=[C:9]2[CH2:26][CH2:25][C:12]3([O:16][N:15]=[C:14]([C:17]#[C:18][C:19]4[CH:24]=[CH:23][CH:22]=[CH:21][CH:20]=4)[CH2:13]3)[CH2:11][CH2:10]2)[CH2:5][CH2:4][O:3]1.[OH-:27].[Na+], predict the reaction product. The product is: [OH:27][CH2:4][CH2:5][CH:6]([O:7][N:8]=[C:9]1[CH2:26][CH2:25][C:12]2([O:16][N:15]=[C:14]([C:17]#[C:18][C:19]3[CH:24]=[CH:23][CH:22]=[CH:21][CH:20]=3)[CH2:13]2)[CH2:11][CH2:10]1)[C:2]([OH:3])=[O:1]. (5) The product is: [OH:34][C:27]1[CH:28]=[C:29]([O:32][CH3:33])[CH:30]=[CH:31][C:26]=1[NH:25][C:7]([C:6]1[CH:5]=[C:4]([CH3:10])[S:3][C:2]=1[Br:1])=[O:8]. Given the reactants [Br:1][C:2]1[S:3][C:4]([CH3:10])=[CH:5][C:6]=1[C:7](Cl)=[O:8].BrC1SC(C)=CC=1C(O)=O.S(Cl)(Cl)=O.[NH2:25][C:26]1[CH:31]=[CH:30][C:29]([O:32][CH3:33])=[CH:28][C:27]=1[OH:34], predict the reaction product. (6) Given the reactants P(Br)(Br)[Br:2].[Cl:5][C:6]1[CH:11]=[C:10]([Cl:12])[C:9]([O:13][CH3:14])=[CH:8][C:7]=1[CH2:15]O, predict the reaction product. The product is: [Br:2][CH2:15][C:7]1[CH:8]=[C:9]([O:13][CH3:14])[C:10]([Cl:12])=[CH:11][C:6]=1[Cl:5]. (7) The product is: [CH2:1]([N:8]([C:33]([O:35][CH2:36][C:37]1[CH:42]=[CH:41][CH:40]=[CH:39][CH:38]=1)=[O:34])[C@H:9]1[CH2:14][CH2:13][N:12]([C:15]([O:17][C:18]([CH3:19])([CH3:20])[CH3:21])=[O:16])[CH2:11][C@H:10]1[O:22][CH2:23][C:24]([CH3:26])=[CH2:25])[C:2]1[CH:3]=[CH:4][CH:5]=[CH:6][CH:7]=1. Given the reactants [CH2:1]([NH:8][C@H:9]1[CH2:14][CH2:13][N:12]([C:15]([O:17][C:18]([CH3:21])([CH3:20])[CH3:19])=[O:16])[CH2:11][C@H:10]1[O:22][CH2:23][C:24]([CH3:26])=[CH2:25])[C:2]1[CH:7]=[CH:6][CH:5]=[CH:4][CH:3]=1.C(=O)(O)[O-].[Na+].Cl[C:33]([O:35][CH2:36][C:37]1[CH:42]=[CH:41][CH:40]=[CH:39][CH:38]=1)=[O:34].C1COCC1, predict the reaction product.